Dataset: NCI-60 drug combinations with 297,098 pairs across 59 cell lines. Task: Regression. Given two drug SMILES strings and cell line genomic features, predict the synergy score measuring deviation from expected non-interaction effect. (1) Drug 2: C(CCl)NC(=O)N(CCCl)N=O. Drug 1: CCCCCOC(=O)NC1=NC(=O)N(C=C1F)C2C(C(C(O2)C)O)O. Cell line: CCRF-CEM. Synergy scores: CSS=-10.1, Synergy_ZIP=11.7, Synergy_Bliss=7.75, Synergy_Loewe=-15.2, Synergy_HSA=-14.0. (2) Drug 1: COC1=CC(=CC(=C1O)OC)C2C3C(COC3=O)C(C4=CC5=C(C=C24)OCO5)OC6C(C(C7C(O6)COC(O7)C8=CC=CS8)O)O. Drug 2: C1CCC(C(C1)N)N.C(=O)(C(=O)[O-])[O-].[Pt+4]. Cell line: SW-620. Synergy scores: CSS=62.8, Synergy_ZIP=6.49, Synergy_Bliss=5.66, Synergy_Loewe=10.1, Synergy_HSA=11.7.